From a dataset of Forward reaction prediction with 1.9M reactions from USPTO patents (1976-2016). Predict the product of the given reaction. (1) Given the reactants [CH3:1][C:2]([S:6]([CH3:19])(=[N:8][CH2:9][CH2:10][CH2:11][O:12][CH:13]1[CH2:18][CH2:17][CH2:16][CH2:15][O:14]1)=[O:7])([CH3:5])[C:3]#[N:4].CC(C)=O.C(=O)=O.[Br:27][C:28]1[N:33]=[C:32](/[C:34](=[N:36]/[S@@:37]([C:39]([CH3:42])([CH3:41])[CH3:40])=[O:38])/[CH3:35])[C:31]([F:43])=[C:30]([Si:44]([CH2:49][CH3:50])([CH2:47][CH3:48])[CH2:45][CH3:46])[CH:29]=1.[Cl-].[NH4+], predict the reaction product. The product is: [Br:27][C:28]1[N:33]=[C:32]([C:34]([NH:36][S:37]([C:39]([CH3:41])([CH3:42])[CH3:40])=[O:38])([CH3:35])[CH2:19][S:6]([C:2]([C:3]#[N:4])([CH3:1])[CH3:5])(=[N:8][CH2:9][CH2:10][CH2:11][O:12][CH:13]2[CH2:18][CH2:17][CH2:16][CH2:15][O:14]2)=[O:7])[C:31]([F:43])=[C:30]([Si:44]([CH2:49][CH3:50])([CH2:45][CH3:46])[CH2:47][CH3:48])[CH:29]=1. (2) Given the reactants Cl[CH2:2][C:3]([O:5][C:6]1[CH:11]=[CH:10][C:9](/[C:12](/[C:22]2[CH:27]=[CH:26][C:25](/[CH:28]=[CH:29]/[C:30]([OH:32])=[O:31])=[CH:24][CH:23]=2)=[C:13](\[C:16]2[CH:21]=[CH:20][CH:19]=[CH:18][CH:17]=2)/[CH2:14][CH3:15])=[CH:8][CH:7]=1)=[O:4].[CH3:33][N:34]1[CH2:39][CH2:38][NH:37][CH2:36][CH2:35]1, predict the reaction product. The product is: [CH3:33][N:34]1[CH2:39][CH2:38][N:37]([CH2:2][C:3]([O:5][C:6]2[CH:11]=[CH:10][C:9](/[C:12](/[C:22]3[CH:27]=[CH:26][C:25](/[CH:28]=[CH:29]/[C:30]([OH:32])=[O:31])=[CH:24][CH:23]=3)=[C:13](\[C:16]3[CH:21]=[CH:20][CH:19]=[CH:18][CH:17]=3)/[CH2:14][CH3:15])=[CH:8][CH:7]=2)=[O:4])[CH2:36][CH2:35]1. (3) Given the reactants CCCC[N+](CCCC)(CCCC)CCCC.[F-].[O:19]1[C:23]2[CH:24]=[CH:25][C:26]([C:28]#[C:29][C@@H:30]3[C@H:34]4[O:35][CH2:36][C@@H:37]([O:38][Si](C(C)(C)C)(C)C)[C@H:33]4[O:32][CH2:31]3)=[CH:27][C:22]=2[O:21][CH2:20]1, predict the reaction product. The product is: [O:19]1[C:23]2[CH:24]=[CH:25][C:26]([C:28]#[C:29][C@@H:30]3[C@H:34]4[O:35][CH2:36][C@@H:37]([OH:38])[C@H:33]4[O:32][CH2:31]3)=[CH:27][C:22]=2[O:21][CH2:20]1. (4) The product is: [CH2:25]([O:27][C:28](=[O:37])[C:29]([N:30]([CH3:31])[C:20]([C:19]1[CH:23]=[CH:24][C:16]([C:10]2[CH:15]=[CH:14][CH:13]=[CH:12][CH:11]=2)=[CH:17][CH:18]=1)=[O:21])([CH3:36])[C:32]([NH:34][CH3:35])=[O:33])[CH3:26]. Given the reactants CCN(C(C)C)C(C)C.[C:10]1([C:16]2[CH:24]=[CH:23][C:19]([C:20](Cl)=[O:21])=[CH:18][CH:17]=2)[CH:15]=[CH:14][CH:13]=[CH:12][CH:11]=1.[CH2:25]([O:27][C:28](=[O:37])[C@@:29]([CH3:36])([C:32]([NH:34][CH3:35])=[O:33])[NH:30][CH3:31])[CH3:26].C(=O)([O-])O.[Na+], predict the reaction product.